Dataset: Full USPTO retrosynthesis dataset with 1.9M reactions from patents (1976-2016). Task: Predict the reactants needed to synthesize the given product. Given the product [CH:52]1([C:55]2[CH:60]=[CH:59][CH:58]=[CH:57][C:56]=2[N:61]([CH3:19])[C:7](=[O:9])[C:6]2[CH:10]=[CH:11][CH:12]=[N:13][C:5]=2[O:4][C:3]2[CH:14]=[C:15]([Cl:18])[CH:16]=[CH:17][C:2]=2[Cl:1])[CH2:54][CH2:53]1, predict the reactants needed to synthesize it. The reactants are: [Cl:1][C:2]1[CH:17]=[CH:16][C:15]([Cl:18])=[CH:14][C:3]=1[O:4][C:5]1[N:13]=[CH:12][CH:11]=[CH:10][C:6]=1[C:7]([OH:9])=O.[CH2:19](N(C(C)C)C(C)C)C.CN(C(ON1N=NC2C=CC=NC1=2)=[N+](C)C)C.F[P-](F)(F)(F)(F)F.[CH:52]1([C:55]2[CH:60]=[CH:59][CH:58]=[CH:57][C:56]=2[NH2:61])[CH2:54][CH2:53]1.[H-].[Na+].IC.